Task: Predict the reactants needed to synthesize the given product.. Dataset: Full USPTO retrosynthesis dataset with 1.9M reactions from patents (1976-2016) (1) Given the product [F:15][C:16]1[CH:17]=[CH:18][C:19]([CH3:29])=[C:20]2[C:24]=1[NH:23][C:22]([CH3:25])=[C:21]2[CH2:26][CH2:27][NH:28][C:11]([C:7]1[NH:8][C:9]2[C:5]([CH:6]=1)=[CH:4][CH:3]=[C:2]([Br:1])[CH:10]=2)=[O:13], predict the reactants needed to synthesize it. The reactants are: [Br:1][C:2]1[CH:10]=[C:9]2[C:5]([CH:6]=[C:7]([C:11]([OH:13])=O)[NH:8]2)=[CH:4][CH:3]=1.Cl.[F:15][C:16]1[CH:17]=[CH:18][C:19]([CH3:29])=[C:20]2[C:24]=1[NH:23][C:22]([CH3:25])=[C:21]2[CH2:26][CH2:27][NH2:28]. (2) Given the product [Br:20][C:21]1[N:22]=[C:23]([O:16][C:13]2[CH:12]=[CH:11][C:10]([CH2:9][C@H:8]3[CH2:17][O:18][C:6](=[O:19])[NH:7]3)=[CH:15][CH:14]=2)[CH:24]=[CH:25][CH:26]=1, predict the reactants needed to synthesize it. The reactants are: C(O[C:6](=[O:19])[NH:7][C@H:8]([CH2:17][OH:18])[CH2:9][C:10]1[CH:15]=[CH:14][C:13]([OH:16])=[CH:12][CH:11]=1)(C)(C)C.[Br:20][C:21]1[CH:26]=[CH:25][CH:24]=[C:23](Br)[N:22]=1.C(=O)([O-])[O-].[K+].[K+].